Regression/Classification. Given a drug SMILES string, predict its absorption, distribution, metabolism, or excretion properties. Task type varies by dataset: regression for continuous measurements (e.g., permeability, clearance, half-life) or binary classification for categorical outcomes (e.g., BBB penetration, CYP inhibition). Dataset: cyp3a4_veith. From a dataset of CYP3A4 inhibition data for predicting drug metabolism from PubChem BioAssay. (1) The compound is CC(C)(C)NC[C@@H](O)c1ccc(O)c(CO)n1. The result is 0 (non-inhibitor). (2) The molecule is COCCn1c(=O)c(C)nc2cnc(Nc3ccccc3)nc21. The result is 1 (inhibitor). (3) The compound is COCCNc1ncnc2ccc(-c3cccnc3)cc12. The result is 1 (inhibitor). (4) The compound is COc1cccc(Cn2c(=O)c(C)nc3cnc(Nc4ccccc4)nc32)c1. The result is 1 (inhibitor). (5) The compound is COc1cccc(-c2cc(=O)c3ccccc3o2)c1N. The result is 1 (inhibitor). (6) The compound is Br.N=C1c2ccccc2CN1NC(=O)c1ccc(F)cc1. The result is 0 (non-inhibitor).